Dataset: Peptide-MHC class I binding affinity with 185,985 pairs from IEDB/IMGT. Task: Regression. Given a peptide amino acid sequence and an MHC pseudo amino acid sequence, predict their binding affinity value. This is MHC class I binding data. (1) The peptide sequence is SLSLISHVV. The MHC is HLA-A30:02 with pseudo-sequence HLA-A30:02. The binding affinity (normalized) is 0.328. (2) The peptide sequence is AEMWAQDAAM. The MHC is HLA-B27:05 with pseudo-sequence HLA-B27:05. The binding affinity (normalized) is 0. (3) The peptide sequence is SIISTFHLS. The MHC is HLA-A02:03 with pseudo-sequence HLA-A02:03. The binding affinity (normalized) is 0.374. (4) The peptide sequence is LGLSNKLPV. The MHC is H-2-Kb with pseudo-sequence H-2-Kb. The binding affinity (normalized) is 0.195.